Task: Predict which catalyst facilitates the given reaction.. Dataset: Catalyst prediction with 721,799 reactions and 888 catalyst types from USPTO (1) Reactant: [OH-].[Na+:2].[NH2:3][C:4]1[C:13]2[C:8](=[N:9][CH:10]=[CH:11][CH:12]=2)[N:7]([O:14][CH2:15][C:16]2[CH:21]=[CH:20][CH:19]=[CH:18][CH:17]=2)[C:6](=[O:22])[C:5]=1[C:23]([O:25]CC)=[O:24]. Product: [NH2:3][C:4]1[C:13]2[C:8](=[N:9][CH:10]=[CH:11][CH:12]=2)[N:7]([O:14][CH2:15][C:16]2[CH:21]=[CH:20][CH:19]=[CH:18][CH:17]=2)[C:6](=[O:22])[C:5]=1[C:23]([O-:25])=[O:24].[Na+:2]. The catalyst class is: 14. (2) Reactant: [OH:1][C@@H:2]([C@@H:4]([CH2:9][CH2:10][CH2:11][C:12]1[CH:17]=[CH:16][CH:15]=[CH:14][CH:13]=1)[C:5]([O:7]C)=[O:6])[CH3:3].[OH-].[Na+]. Product: [OH:1][C@@H:2]([C@@H:4]([CH2:9][CH2:10][CH2:11][C:12]1[CH:13]=[CH:14][CH:15]=[CH:16][CH:17]=1)[C:5]([OH:7])=[O:6])[CH3:3]. The catalyst class is: 36. (3) Reactant: [C:1]([C:3]1[CH:8]=[CH:7][C:6]([C@@H:9]2[C:14]([C:15]#[N:16])=[C:13]([CH3:17])[N:12]([C:18]3[CH:23]=[CH:22][CH:21]=[C:20]([C:24]([F:27])([F:26])[F:25])[CH:19]=3)[C:11](=[O:28])[NH:10]2)=[C:5]([N+:29]([O-:31])=[O:30])[CH:4]=1)#[N:2].[CH3:32][Si](C)(C)[N-][Si](C)(C)C.[Li+].IC. Product: [C:1]([C:3]1[CH:8]=[CH:7][C:6]([C@@H:9]2[C:14]([C:15]#[N:16])=[C:13]([CH3:17])[N:12]([C:18]3[CH:23]=[CH:22][CH:21]=[C:20]([C:24]([F:26])([F:27])[F:25])[CH:19]=3)[C:11](=[O:28])[N:10]2[CH3:32])=[C:5]([N+:29]([O-:31])=[O:30])[CH:4]=1)#[N:2]. The catalyst class is: 1. (4) The catalyst class is: 5. Product: [O:1]1[C:6]2[CH:7]=[CH:8][C:9]([CH2:11][N:12]([CH:20]3[CH2:21][CH2:22][N:23]([CH2:26][CH2:27][N:28]4[C:37]5[C:32](=[C:33]([C:40](=[N:47][OH:46])[CH2:41][CH3:42])[CH:34]=[C:35]([O:38][CH3:39])[CH:36]=5)[CH:31]=[CH:30][C:29]4=[O:44])[CH2:24][CH2:25]3)[C:13](=[O:19])[O:14][C:15]([CH3:18])([CH3:16])[CH3:17])=[CH:10][C:5]=2[O:4][CH2:3][CH2:2]1. Reactant: [O:1]1[C:6]2[CH:7]=[CH:8][C:9]([CH2:11][N:12]([CH:20]3[CH2:25][CH2:24][N:23]([CH2:26][CH2:27][N:28]4[C:37]5[C:32](=[C:33]([C:40](=O)[CH2:41][CH3:42])[CH:34]=[C:35]([O:38][CH3:39])[CH:36]=5)[CH:31]=[CH:30][C:29]4=[O:44])[CH2:22][CH2:21]3)[C:13](=[O:19])[O:14][C:15]([CH3:18])([CH3:17])[CH3:16])=[CH:10][C:5]=2[O:4][CH2:3][CH2:2]1.[Cl-].[OH:46][NH3+:47].C(=O)([O-])O.[Na+]. (5) Reactant: [F:1][C:2]1[CH:10]=[C:9]2[C:5]([C:6]([C:20]3[CH:29]=[CH:28][C:23]4[NH:24][C:25](=[O:27])[O:26][C:22]=4[CH:21]=3)=[CH:7][N:8]2[S:11]([C:14]2[CH:19]=[CH:18][CH:17]=[CH:16][CH:15]=2)(=[O:13])=[O:12])=[CH:4][CH:3]=1.C([O-])([O-])=O.[K+].[K+].Br[CH2:37][CH2:38][C:39]([NH2:41])=[O:40]. Product: [F:1][C:2]1[CH:10]=[C:9]2[C:5]([C:6]([C:20]3[CH:29]=[CH:28][C:23]4[N:24]([CH2:37][CH2:38][C:39]([NH2:41])=[O:40])[C:25](=[O:27])[O:26][C:22]=4[CH:21]=3)=[CH:7][N:8]2[S:11]([C:14]2[CH:15]=[CH:16][CH:17]=[CH:18][CH:19]=2)(=[O:13])=[O:12])=[CH:4][CH:3]=1. The catalyst class is: 37. (6) Reactant: [C:1]([C:7]1[C:8]([C:12]2[CH2:13][N:14](C)[CH2:15][CH2:16][CH:17]=2)=[N:9][NH:10][CH:11]=1)#[C:2][CH2:3][CH2:4][CH2:5][CH3:6].[CH2:19]([CH:24]1[CH2:29][CH2:28][CH2:27][CH2:26][CH2:25]1)[CH2:20][CH2:21][C:22]#[CH:23].[C:30]1([S:36]([N:39]2[CH:43]=[C:42](I)[C:41]([C:45]3[CH:46]=[N:47][CH:48]=[CH:49][CH:50]=3)=[N:40]2)(=[O:38])=[O:37])[CH:35]=[CH:34][CH:33]=[CH:32][CH:31]=1. Product: [CH:6]1([CH2:5][CH2:4][CH2:3][C:2]#[C:1][C:7]2[C:8]([C:12]3[CH:13]=[N:14][CH:15]=[CH:16][CH:17]=3)=[N:9][NH:10][CH:11]=2)[CH2:25][CH2:24][CH2:19][CH2:20][CH2:21]1.[C:30]1([S:36]([N:39]2[CH:43]=[C:42]([C:23]#[C:22][CH2:21][CH2:20][CH2:19][CH:24]3[CH2:29][CH2:28][CH2:27][CH2:26][CH2:25]3)[C:41]([C:45]3[CH:46]=[N:47][CH:48]=[CH:49][CH:50]=3)=[N:40]2)(=[O:37])=[O:38])[CH:35]=[CH:34][CH:33]=[CH:32][CH:31]=1. The catalyst class is: 27. (7) Reactant: [F:1][C:2]([F:15])([F:14])[S:3]([O:6]S(C(F)(F)F)(=O)=O)(=[O:5])=[O:4].O[C:17]1[CH:34]=[CH:33][C:20]2[CH2:21][N:22]([C:26]([O:28][C:29]([CH3:32])([CH3:31])[CH3:30])=[O:27])[CH2:23][CH2:24][O:25][C:19]=2[CH:18]=1. Product: [F:1][C:2]([F:15])([F:14])[S:3]([O:6][C:17]1[CH:34]=[CH:33][C:20]2[CH2:21][N:22]([C:26]([O:28][C:29]([CH3:30])([CH3:31])[CH3:32])=[O:27])[CH2:23][CH2:24][O:25][C:19]=2[CH:18]=1)(=[O:5])=[O:4]. The catalyst class is: 17. (8) The catalyst class is: 5. Reactant: [OH-].[Na+].C[O:4][C:5](=[O:29])[CH2:6][O:7][C:8]1[CH:13]=[CH:12][C:11]([F:14])=[CH:10][C:9]=1[CH2:15][C:16]1[CH:21]=[C:20]([F:22])[CH:19]=[CH:18][C:17]=1[O:23][CH2:24][C:25]([O:27]C)=[O:26]. Product: [C:5]([CH2:6][O:7][C:8]1[CH:13]=[CH:12][C:11]([F:14])=[CH:10][C:9]=1[CH2:15][C:16]1[CH:21]=[C:20]([F:22])[CH:19]=[CH:18][C:17]=1[O:23][CH2:24][C:25]([OH:27])=[O:26])([OH:29])=[O:4].